The task is: Predict the reactants needed to synthesize the given product.. This data is from Full USPTO retrosynthesis dataset with 1.9M reactions from patents (1976-2016). (1) Given the product [CH:11]([C:3]1[C:2]([C:18]2[CH:17]=[N:16][N:15]([CH3:14])[CH:19]=2)=[C:6]2[CH:7]=[CH:8][CH:9]=[CH:10][N:5]2[N:4]=1)([CH3:13])[CH3:12], predict the reactants needed to synthesize it. The reactants are: I[C:2]1[C:3]([CH:11]([CH3:13])[CH3:12])=[N:4][N:5]2[CH:10]=[CH:9][CH:8]=[CH:7][C:6]=12.[CH3:14][N:15]1[CH:19]=[C:18](B2OC(C)(C)C(C)(C)O2)[CH:17]=[N:16]1.C(C1C(C2C=C(N)C=CC=2)=C2C=CC=CN2N=1)(C)C. (2) Given the product [I:53][C:30]1[N:29]([S:26]([C:20]2[CH:21]=[CH:22][CH:23]=[CH:24][CH:25]=2)(=[O:27])=[O:28])[C:33]2=[N:34][CH:35]=[CH:36][C:37]([C:38]3[CH:39]=[CH:40][C:41]([O:46][CH:47]4[CH2:52][CH2:51][O:50][CH2:49][CH2:48]4)=[C:42]([CH:45]=3)[C:43]#[N:44])=[C:32]2[CH:31]=1, predict the reactants needed to synthesize it. The reactants are: C(NC(C)C)(C)C.C([Li])CCC.C(=O)=O.CC(C)=O.[C:20]1([S:26]([N:29]2[C:33]3=[N:34][CH:35]=[CH:36][C:37]([C:38]4[CH:39]=[CH:40][C:41]([O:46][CH:47]5[CH2:52][CH2:51][O:50][CH2:49][CH2:48]5)=[C:42]([CH:45]=4)[C:43]#[N:44])=[C:32]3[CH:31]=[CH:30]2)(=[O:28])=[O:27])[CH:25]=[CH:24][CH:23]=[CH:22][CH:21]=1.[I:53]I. (3) Given the product [O:4]1[C:8]2[CH:9]=[CH:10][CH:11]=[C:12]([N:13]3[CH2:18][CH2:17][N:16]([CH2:19][CH2:20][C@H:21]4[CH2:26][CH2:25][C@H:24]([NH:27][C:33](=[O:34])[CH2:32][S:29]([CH3:28])(=[O:31])=[O:30])[CH2:23][CH2:22]4)[CH2:15][CH2:14]3)[C:7]=2[O:6][CH2:5]1, predict the reactants needed to synthesize it. The reactants are: Cl.Cl.Cl.[O:4]1[C:8]2[CH:9]=[CH:10][CH:11]=[C:12]([N:13]3[CH2:18][CH2:17][N:16]([CH2:19][CH2:20][C@H:21]4[CH2:26][CH2:25][C@H:24]([NH2:27])[CH2:23][CH2:22]4)[CH2:15][CH2:14]3)[C:7]=2[O:6][CH2:5]1.[CH3:28][S:29]([CH2:32][C:33](O)=[O:34])(=[O:31])=[O:30]. (4) The reactants are: [C:1]1([N:7]([C:20]2[CH:25]=[CH:24][CH:23]=[C:22]([C:26]([F:29])([F:28])[F:27])[CH:21]=2)[CH:8]2[CH2:13][CH2:12][N:11]([CH2:14][C:15]([O:17]CC)=[O:16])[CH2:10][CH2:9]2)[CH:6]=[CH:5][CH:4]=[CH:3][CH:2]=1.[OH-].[Na+]. Given the product [C:1]1([N:7]([C:20]2[CH:25]=[CH:24][CH:23]=[C:22]([C:26]([F:29])([F:27])[F:28])[CH:21]=2)[CH:8]2[CH2:13][CH2:12][N:11]([CH2:14][C:15]([OH:17])=[O:16])[CH2:10][CH2:9]2)[CH:2]=[CH:3][CH:4]=[CH:5][CH:6]=1, predict the reactants needed to synthesize it. (5) Given the product [C:1]([O:5][C:6]([N:8]([CH2:20][CH2:21][CH:22]=[CH2:23])[N:9]([CH2:26][CH:25]=[CH2:24])[C:10]([O:12][CH2:13][C:14]1[CH:19]=[CH:18][CH:17]=[CH:16][CH:15]=1)=[O:11])=[O:7])([CH3:4])([CH3:3])[CH3:2], predict the reactants needed to synthesize it. The reactants are: [C:1]([O:5][C:6]([N:8]([CH2:20][CH2:21][CH:22]=[CH2:23])[NH:9][C:10]([O:12][CH2:13][C:14]1[CH:19]=[CH:18][CH:17]=[CH:16][CH:15]=1)=[O:11])=[O:7])([CH3:4])([CH3:3])[CH3:2].[CH2:24](Br)[CH:25]=[CH2:26]. (6) The reactants are: Br[C:2]1[CH:3]=[CH:4][C:5]2[CH:11]([O:12][C:13]3[CH:18]=[CH:17][C:16]([F:19])=[CH:15][CH:14]=3)[CH2:10][CH2:9][N:8]([CH3:20])[CH2:7][C:6]=2[CH:21]=1.CN[CH2:24][CH2:25][NH:26][CH3:27].P([O-])([O-])([O-])=[O:29].[K+].[K+].[K+].O1CCO[CH2:38][CH2:37]1. Given the product [F:19][C:16]1[CH:17]=[CH:18][C:13]([O:12][CH:11]2[CH2:10][CH2:9][N:8]([CH3:20])[CH2:7][C:6]3[CH:21]=[C:2]([N:26]4[CH:27]=[CH:38][CH:37]=[CH:24][C:25]4=[O:29])[CH:3]=[CH:4][C:5]2=3)=[CH:14][CH:15]=1, predict the reactants needed to synthesize it. (7) Given the product [F:1][C:2]1[CH:7]=[CH:6][C:5]([C:8]([F:11])([F:10])[F:9])=[CH:4][C:3]=1[C:16]1[CH:21]=[C:20]([N+:22]([O-:24])=[O:23])[CH:19]=[CH:18][N:17]=1, predict the reactants needed to synthesize it. The reactants are: [F:1][C:2]1[CH:7]=[CH:6][C:5]([C:8]([F:11])([F:10])[F:9])=[CH:4][C:3]=1B(O)O.Cl[C:16]1[CH:21]=[C:20]([N+:22]([O-:24])=[O:23])[CH:19]=[CH:18][N:17]=1.C(P(C(C)(C)C)C[Si](C)(C)C)(C)(C)C.C(=O)([O-])[O-].[Cs+].[Cs+].